Dataset: Full USPTO retrosynthesis dataset with 1.9M reactions from patents (1976-2016). Task: Predict the reactants needed to synthesize the given product. Given the product [F:30][C:29]1[C:28](=[O:31])[O:27][CH2:26][C:25]=1[N:3]1[CH2:4][CH2:5][C:6]2([CH2:11][CH2:10][N:9]([C:12]([O:14][C:15]([CH3:18])([CH3:17])[CH3:16])=[O:13])[CH2:8][CH2:7]2)[C:2]1=[O:1], predict the reactants needed to synthesize it. The reactants are: [O:1]=[C:2]1[C:6]2([CH2:11][CH2:10][N:9]([C:12]([O:14][C:15]([CH3:18])([CH3:17])[CH3:16])=[O:13])[CH2:8][CH2:7]2)[CH2:5][CH2:4][NH:3]1.FC(F)(F)S(O[C:25]1[CH:26](C)[O:27][C:28](=[O:31])[C:29]=1[F:30])(=O)=O.CC1(C)C2C(=C(P(C3C=CC=CC=3)C3C=CC=CC=3)C=CC=2)OC2C(P(C3C=CC=CC=3)C3C=CC=CC=3)=CC=CC1=2.O.